From a dataset of Forward reaction prediction with 1.9M reactions from USPTO patents (1976-2016). Predict the product of the given reaction. (1) Given the reactants [CH3:1][NH:2]C(C1C(=O)C(C2C=CN=C(C(F)(F)F)C=2)=C(C)N(C(C2C=CC(Br)=CN=2)C)C=1)=O.[CH3:32][NH:33][C:34]([C:36]1[C:41](=[O:42])[C:40]([C:43]2[CH:48]=[CH:47][CH:46]=[C:45]([CH:49]([F:51])[F:50])[CH:44]=2)=[C:39]([CH3:52])[N:38]([CH:53]([C:55]2[CH:60]=[CH:59][C:58](Br)=[CH:57][N:56]=2)[CH3:54])[CH:37]=1)=[O:35], predict the reaction product. The product is: [CH3:32][NH:33][C:34]([C:36]1[C:41](=[O:42])[C:40]([C:43]2[CH:48]=[CH:47][CH:46]=[C:45]([CH:49]([F:51])[F:50])[CH:44]=2)=[C:39]([CH3:52])[N:38]([CH:53]([C:55]2[CH:60]=[CH:59][C:58]([C:1]#[N:2])=[CH:57][N:56]=2)[CH3:54])[CH:37]=1)=[O:35]. (2) Given the reactants [Br:1][C:2]1[CH:7]=[CH:6][C:5]([N:8]=[C:9]=S)=[CH:4][CH:3]=1.[NH2:11][C:12]1[CH:17]=[C:16]([O:18][C:19]([F:22])([F:21])[F:20])[CH:15]=[CH:14][C:13]=1[OH:23].C(N(CC)CC)C, predict the reaction product. The product is: [Br:1][C:2]1[CH:7]=[CH:6][C:5]([NH:8][C:9]2[O:23][C:13]3[CH:14]=[CH:15][C:16]([O:18][C:19]([F:20])([F:21])[F:22])=[CH:17][C:12]=3[N:11]=2)=[CH:4][CH:3]=1.